From a dataset of Peptide-MHC class II binding affinity with 134,281 pairs from IEDB. Regression. Given a peptide amino acid sequence and an MHC pseudo amino acid sequence, predict their binding affinity value. This is MHC class II binding data. (1) The peptide sequence is GQQRVFKEKVDTRAK. The MHC is DRB4_0103 with pseudo-sequence DRB4_0103. The binding affinity (normalized) is 0.503. (2) The peptide sequence is GELMIVDKIDAAFKI. The MHC is DRB1_0401 with pseudo-sequence DRB1_0401. The binding affinity (normalized) is 0.669.